From a dataset of Full USPTO retrosynthesis dataset with 1.9M reactions from patents (1976-2016). Predict the reactants needed to synthesize the given product. (1) Given the product [N:34]1([CH2:1][CH:3]2[CH2:8][CH2:7][N:6]([C:9]([O:11][C:12]([CH3:15])([CH3:14])[CH3:13])=[O:10])[CH2:5][CH2:4]2)[CH2:39][CH2:38][CH2:37][CH2:36][CH2:35]1, predict the reactants needed to synthesize it. The reactants are: [CH:1]([CH:3]1[CH2:8][CH2:7][N:6]([C:9]([O:11][C:12]([CH3:15])([CH3:14])[CH3:13])=[O:10])[CH2:5][CH2:4]1)=O.[BH-](OC(C)=O)(OC(C)=O)OC(C)=O.[Na+].CC(O)=O.[NH:34]1[CH2:39][CH2:38][CH2:37][CH2:36][CH2:35]1. (2) The reactants are: [F:1][CH:2]([F:18])[CH2:3][NH:4][C:5]1[N:13]=[CH:12][C:11]([C:14]([F:17])([F:16])[F:15])=[CH:10][C:6]=1[C:7]([OH:9])=O.[CH3:19][C:20]([NH2:24])([C:22]#[CH:23])[CH3:21].C1C=CC2N(O)N=NC=2C=1.CCN=C=NCCCN(C)C.CCN(C(C)C)C(C)C. Given the product [F:18][CH:2]([F:1])[CH2:3][NH:4][C:5]1[N:13]=[CH:12][C:11]([C:14]([F:17])([F:16])[F:15])=[CH:10][C:6]=1[C:7]([NH:24][C:20]([CH3:21])([C:22]#[CH:23])[CH3:19])=[O:9], predict the reactants needed to synthesize it. (3) Given the product [N:7]1([C:13]2[CH:14]=[C:15]([CH:18]=[CH:19][C:20]=2[C:21]([F:22])([F:23])[F:24])[CH2:16][NH2:17])[CH2:8][CH2:9][CH2:10][CH2:11][CH2:12]1, predict the reactants needed to synthesize it. The reactants are: [H-].[Al+3].[Li+].[H-].[H-].[H-].[N:7]1([C:13]2[CH:14]=[C:15]([CH:18]=[CH:19][C:20]=2[C:21]([F:24])([F:23])[F:22])[C:16]#[N:17])[CH2:12][CH2:11][CH2:10][CH2:9][CH2:8]1.O.